Dataset: Forward reaction prediction with 1.9M reactions from USPTO patents (1976-2016). Task: Predict the product of the given reaction. (1) The product is: [C:8]1([NH:7][C:5](=[O:6])[CH2:4][C:3]([OH:14])=[O:2])[CH:9]=[CH:10][CH:11]=[CH:12][CH:13]=1. Given the reactants C[O:2][C:3](=[O:14])[CH2:4][C:5]([NH:7][C:8]1[CH:13]=[CH:12][CH:11]=[CH:10][CH:9]=1)=[O:6].[OH-].[Li+].O1CCCC1.O, predict the reaction product. (2) Given the reactants [NH2:1][CH2:2][C@:3]([OH:21])([CH2:8][C:9]([C:12]1[CH:17]=[C:16]([F:18])[CH:15]=[CH:14][C:13]=1[O:19][CH3:20])([CH3:11])[CH3:10])[C:4]([F:7])([F:6])[F:5].[NH2:22][C:23]1[N:27]([C:28]2[CH:33]=[CH:32][CH:31]=[CH:30][C:29]=2[F:34])[N:26]=[CH:25][C:24]=1[C:35](O)=[O:36], predict the reaction product. The product is: [NH2:22][C:23]1[N:27]([C:28]2[CH:33]=[CH:32][CH:31]=[CH:30][C:29]=2[F:34])[N:26]=[CH:25][C:24]=1[C:35]([NH:1][CH2:2][C@@:3]([OH:21])([C:4]([F:7])([F:6])[F:5])[CH2:8][C:9]([C:12]1[CH:17]=[C:16]([F:18])[CH:15]=[CH:14][C:13]=1[O:19][CH3:20])([CH3:11])[CH3:10])=[O:36]. (3) Given the reactants [CH:1]1([O:7][CH2:8][CH2:9][CH2:10][CH2:11][O:12][C:13]2[CH:18]=[CH:17][C:16]([CH2:19][CH2:20][CH2:21][O:22][C:23]3[CH:28]=[CH:27][C:26]([C:29]([O:31][CH2:32][CH3:33])=[O:30])=[CH:25][C:24]=3CC(O)=O)=[CH:15][CH:14]=2)[CH2:6][CH2:5][CH2:4][CH2:3][CH2:2]1.[OH2:38].O[N:40]1[C:44]2[CH:45]=[CH:46][CH:47]=[CH:48][C:43]=2N=N1.Cl.CN(C)CCCN=C=NCC.C(N([CH2:66][CH3:67])CC)C, predict the reaction product. The product is: [CH:1]1([O:7][CH2:8][CH2:9][CH2:10][CH2:11][O:12][C:13]2[CH:14]=[CH:15][C:16]([CH2:19][CH2:20][CH2:21][O:22][C:23]3[CH:24]=[CH:25][C:26]([C:29]([O:31][CH2:32][CH3:33])=[O:30])=[CH:27][C:28]=3[CH2:66][C:67]([NH:40][CH:44]3[CH2:45][CH2:46][CH2:47][CH:48]([C:29]([O:31][CH3:32])=[O:30])[CH2:43]3)=[O:38])=[CH:17][CH:18]=2)[CH2:6][CH2:5][CH2:4][CH2:3][CH2:2]1. (4) Given the reactants C([N-]C(C)C)(C)C.[Li+].[O:9]=[C:10]1[CH2:15][CH2:14][CH2:13][CH2:12][N:11]1[C:16]([O:18][C:19]([CH3:22])([CH3:21])[CH3:20])=[O:17].[C:23]([N:42]1[CH:46]=[C:45]([CH:47]=[O:48])[N:44]=[CH:43]1)([C:36]1[CH:41]=[CH:40][CH:39]=[CH:38][CH:37]=1)([C:30]1[CH:35]=[CH:34][CH:33]=[CH:32][CH:31]=1)[C:24]1[CH:29]=[CH:28][CH:27]=[CH:26][CH:25]=1.[Cl-].[NH4+], predict the reaction product. The product is: [OH:48][CH:47]([C:45]1[N:44]=[CH:43][N:42]([C:23]([C:24]2[CH:29]=[CH:28][CH:27]=[CH:26][CH:25]=2)([C:30]2[CH:31]=[CH:32][CH:33]=[CH:34][CH:35]=2)[C:36]2[CH:41]=[CH:40][CH:39]=[CH:38][CH:37]=2)[CH:46]=1)[CH:15]1[CH2:14][CH2:13][CH2:12][N:11]([C:16]([O:18][C:19]([CH3:22])([CH3:21])[CH3:20])=[O:17])[C:10]1=[O:9]. (5) Given the reactants C([O:4][C@H:5]1[CH2:22][CH2:21][C@@:20]2([CH3:23])[C@@H:7]([CH2:8][CH2:9][C@:10]3([CH3:40])[C@@H:19]2[CH2:18][CH2:17][C@H:16]2[C@@:11]3([CH3:39])[CH2:12][CH2:13][C@@:14]3([C:31]([N:33]4[CH2:38][CH2:37][O:36][CH2:35][CH2:34]4)=[O:32])[CH2:26][CH2:25][C@@H:24]([C:27]4([CH3:30])[CH2:29][CH2:28]4)[C@@H:15]32)[C:6]1([CH3:42])[CH3:41])(=O)C.C(=O)([O-])[O-].[K+].[K+], predict the reaction product. The product is: [OH:4][C@H:5]1[CH2:22][CH2:21][C@@:20]2([CH3:23])[C@@H:7]([CH2:8][CH2:9][C@:10]3([CH3:40])[C@@H:19]2[CH2:18][CH2:17][C@H:16]2[C@@:11]3([CH3:39])[CH2:12][CH2:13][C@@:14]3([C:31]([N:33]4[CH2:38][CH2:37][O:36][CH2:35][CH2:34]4)=[O:32])[CH2:26][CH2:25][C@@H:24]([C:27]4([CH3:30])[CH2:29][CH2:28]4)[C@@H:15]32)[C:6]1([CH3:42])[CH3:41]. (6) Given the reactants [F:1][C:2]1[CH:3]=[C:4]([C:8]2([CH2:28][CH2:29][N:30]3[C@H:35]4[CH2:36][CH2:37][C@@H:31]3[CH2:32][CH:33]([N:38]3[C:42]5[CH:43]=[CH:44][CH:45]=[CH:46][C:41]=5[N:40]=[C:39]3[CH3:47])[CH2:34]4)[CH2:13][CH2:12][N:11]([C:14]([C@@H:16]([NH:20]C(=O)OC(C)(C)C)[CH:17]([CH3:19])[CH3:18])=[O:15])[CH2:10][CH2:9]2)[CH:5]=[CH:6][CH:7]=1.Cl, predict the reaction product. The product is: [F:1][C:2]1[CH:3]=[C:4]([C:8]2([CH2:28][CH2:29][N:30]3[C@H:31]4[CH2:37][CH2:36][C@@H:35]3[CH2:34][CH:33]([N:38]3[C:42]5[CH:43]=[CH:44][CH:45]=[CH:46][C:41]=5[N:40]=[C:39]3[CH3:47])[CH2:32]4)[CH2:13][CH2:12][N:11]([C:14]([C@@H:16]([NH2:20])[CH:17]([CH3:18])[CH3:19])=[O:15])[CH2:10][CH2:9]2)[CH:5]=[CH:6][CH:7]=1.